From a dataset of Forward reaction prediction with 1.9M reactions from USPTO patents (1976-2016). Predict the product of the given reaction. (1) Given the reactants CC(C)([O-])C.[K+].[C:7]([CH2:9]P(=O)(OCC)OCC)#[N:8].[C:18]([O:22][C:23](=[O:33])[NH:24][C@H:25]1[CH2:30][CH2:29][C@H:28]([CH:31]=O)[CH2:27][CH2:26]1)([CH3:21])([CH3:20])[CH3:19], predict the reaction product. The product is: [C:7]([CH:9]=[CH:31][C@H:28]1[CH2:29][CH2:30][C@H:25]([NH:24][C:23](=[O:33])[O:22][C:18]([CH3:21])([CH3:20])[CH3:19])[CH2:26][CH2:27]1)#[N:8]. (2) The product is: [CH:17]1([CH:13]([N:11]2[CH:12]=[C:8]([C:6]3[N:5]4[CH:20]=[CH:21][N:22]=[C:4]4[CH:3]=[C:2]([C:33]4[CH:34]=[N:35][C:30]([CH3:29])=[CH:31][CH:32]=4)[N:7]=3)[CH:9]=[N:10]2)[CH2:14][C:15]#[N:16])[CH2:19][CH2:18]1. Given the reactants Cl[C:2]1[N:7]=[C:6]([C:8]2[CH:9]=[N:10][N:11]([CH:13]([CH:17]3[CH2:19][CH2:18]3)[CH2:14][C:15]#[N:16])[CH:12]=2)[N:5]2[CH:20]=[CH:21][N:22]=[C:4]2[CH:3]=1.C([O-])([O-])=O.[K+].[K+].[CH3:29][C:30]1[N:35]=[CH:34][C:33](B(O)O)=[CH:32][CH:31]=1.C1(P(C2CCCCC2)C2C=CC=CC=2C2C(OC)=CC=C(S([O-])(=O)=O)C=2OC)CCCCC1.[Na+], predict the reaction product. (3) Given the reactants C(OC(=O)[NH:7][C@H:8]1[CH2:13][CH2:12][CH2:11][NH:10][CH2:9]1)(C)(C)C.[CH3:15][O:16][C:17]1[CH:22]=[CH:21][C:20]([CH2:23][CH2:24][C:25](=O)[CH2:26][CH2:27][C:28]2[CH:33]=[CH:32][C:31]([O:34][CH3:35])=[CH:30][CH:29]=2)=[CH:19][CH:18]=1.[BH4-].[Na+].IC.[C:41]([O-])([O-])=O.[K+].[K+].C(Cl)[Cl:48], predict the reaction product. The product is: [ClH:48].[Cl-:48].[NH2:7][CH:8]1[CH2:13][CH2:12][CH2:11][N@@+:10]([CH:25]([CH2:26][CH2:27][C:28]2[CH:33]=[CH:32][C:31]([O:34][CH3:35])=[CH:30][CH:29]=2)[CH2:24][CH2:23][C:20]2[CH:21]=[CH:22][C:17]([O:16][CH3:15])=[CH:18][CH:19]=2)([CH3:41])[CH2:9]1. (4) Given the reactants [CH3:1][C:2]([CH3:33])([CH3:32])[C:3]([NH:5][NH:6][C:7]([C:9]1[N:10]=[N:11][C:12]([N:15]2[CH2:20][CH2:19][CH:18]([O:21][C:22]3[CH:27]=[CH:26][CH:25]=[CH:24][C:23]=3[C:28]([F:31])([F:30])[F:29])[CH2:17][CH2:16]2)=[CH:13][CH:14]=1)=O)=[O:4].CC[N+](S(N=C(OC)[O-])(=O)=O)(CC)CC, predict the reaction product. The product is: [C:2]([C:3]1[O:4][C:7]([C:9]2[N:10]=[N:11][C:12]([N:15]3[CH2:20][CH2:19][CH:18]([O:21][C:22]4[CH:27]=[CH:26][CH:25]=[CH:24][C:23]=4[C:28]([F:31])([F:30])[F:29])[CH2:17][CH2:16]3)=[CH:13][CH:14]=2)=[N:6][N:5]=1)([CH3:33])([CH3:32])[CH3:1]. (5) Given the reactants Br[C:2]1[N:3]=[C:4]([NH:11][C:12]2[CH:17]=[CH:16][CH:15]=[CH:14][CH:13]=2)[C:5]2[N:6]([CH:8]=[CH:9][N:10]=2)[CH:7]=1.S(O)(O)(=O)=O.[NH2:23][C:24]1[CH:25]=[C:26](B(O)O)[CH:27]=[CH:28][CH:29]=1.[NH2:23][C:24]1[CH:29]=[C:28](B(O)O)[CH:27]=[CH:26][CH:25]=1.C(=O)([O-])[O-].[Na+].[Na+].COCCOC, predict the reaction product. The product is: [NH2:23][C:24]1[CH:29]=[C:28]([C:2]2[N:3]=[C:4]([NH:11][C:12]3[CH:17]=[CH:16][CH:15]=[CH:14][CH:13]=3)[C:5]3[N:6]([CH:8]=[CH:9][N:10]=3)[CH:7]=2)[CH:27]=[CH:26][CH:25]=1. (6) Given the reactants CC(C)([O-])C.[K+].O1CCCC1.[Cl:12][C:13]1[CH:20]=[CH:19][C:16]([CH2:17][OH:18])=[CH:15][CH:14]=1.Cl[C:22]1[N:26]([CH3:27])[N:25]=[CH:24][C:23]=1[CH:28]=[O:29], predict the reaction product. The product is: [Cl:12][C:13]1[CH:20]=[CH:19][C:16]([CH2:17][O:18][C:22]2[N:26]([CH3:27])[N:25]=[CH:24][C:23]=2[CH:28]=[O:29])=[CH:15][CH:14]=1. (7) Given the reactants Cl[C:2]1[CH:7]=[C:6]([CH3:8])[N:5]=[C:4]([CH2:9][CH3:10])[C:3]=1[C:11](=O)[CH2:12][CH3:13].O.[NH2:16][NH2:17], predict the reaction product. The product is: [CH2:12]([C:11]1[C:3]2[C:4]([CH2:9][CH3:10])=[N:5][C:6]([CH3:8])=[CH:7][C:2]=2[NH:17][N:16]=1)[CH3:13]. (8) Given the reactants N[C:2]1[S:3][C:4]([CH3:10])=[C:5]([CH3:9])[C:6]=1C#N.[C:11]([NH:13][C:14]([NH2:16])=[NH:15])#[N:12].Cl.[OH-].[Na+], predict the reaction product. The product is: [CH3:9][C:5]1[C:6]2[C:11]([NH2:12])=[N:13][C:14]([NH2:16])=[N:15][C:2]=2[S:3][C:4]=1[CH3:10].